Dataset: Forward reaction prediction with 1.9M reactions from USPTO patents (1976-2016). Task: Predict the product of the given reaction. (1) Given the reactants [Br:1][C:2]1[CH:10]=[CH:9][C:5]([C:6]([OH:8])=O)=[CH:4][C:3]=1[F:11].C(Cl)(=O)C(Cl)=O.[NH2:18][C:19]1[CH:20]=[C:21]([CH:24]=[CH:25][N:26]=1)[C:22]#[N:23], predict the reaction product. The product is: [Br:1][C:2]1[CH:10]=[CH:9][C:5]([C:6]([NH:18][C:19]2[CH:20]=[C:21]([C:22]#[N:23])[CH:24]=[CH:25][N:26]=2)=[O:8])=[CH:4][C:3]=1[F:11]. (2) Given the reactants C([O:8][C:9]1[CH:21]=[C:20]2[C:12]([C:13]3[CH:14]=[CH:15][C:16]([NH:22][C:23](=[O:29])[O:24][C:25]([CH3:28])([CH3:27])[CH3:26])=[CH:17][C:18]=3[NH:19]2)=[CH:11][CH:10]=1)C1C=CC=CC=1, predict the reaction product. The product is: [OH:8][C:9]1[CH:21]=[C:20]2[C:12]([C:13]3[CH:14]=[CH:15][C:16]([NH:22][C:23](=[O:29])[O:24][C:25]([CH3:27])([CH3:26])[CH3:28])=[CH:17][C:18]=3[NH:19]2)=[CH:11][CH:10]=1.